Dataset: NCI-60 drug combinations with 297,098 pairs across 59 cell lines. Task: Regression. Given two drug SMILES strings and cell line genomic features, predict the synergy score measuring deviation from expected non-interaction effect. (1) Drug 1: C1=NC2=C(N=C(N=C2N1C3C(C(C(O3)CO)O)F)Cl)N. Drug 2: CC1CCC2CC(C(=CC=CC=CC(CC(C(=O)C(C(C(=CC(C(=O)CC(OC(=O)C3CCCCN3C(=O)C(=O)C1(O2)O)C(C)CC4CCC(C(C4)OC)OCCO)C)C)O)OC)C)C)C)OC. Cell line: KM12. Synergy scores: CSS=0.864, Synergy_ZIP=-1.95, Synergy_Bliss=-4.98, Synergy_Loewe=-2.91, Synergy_HSA=-3.85. (2) Drug 1: C1CCC(CC1)NC(=O)N(CCCl)N=O. Drug 2: COC1=NC(=NC2=C1N=CN2C3C(C(C(O3)CO)O)O)N. Cell line: OVCAR-4. Synergy scores: CSS=1.58, Synergy_ZIP=0.786, Synergy_Bliss=2.32, Synergy_Loewe=-2.16, Synergy_HSA=-0.286. (3) Drug 1: CC1=CC=C(C=C1)C2=CC(=NN2C3=CC=C(C=C3)S(=O)(=O)N)C(F)(F)F. Drug 2: CC1=C(C=C(C=C1)NC(=O)C2=CC=C(C=C2)CN3CCN(CC3)C)NC4=NC=CC(=N4)C5=CN=CC=C5. Cell line: SN12C. Synergy scores: CSS=3.66, Synergy_ZIP=-3.64, Synergy_Bliss=-6.04, Synergy_Loewe=-3.52, Synergy_HSA=-3.30. (4) Drug 1: CS(=O)(=O)C1=CC(=C(C=C1)C(=O)NC2=CC(=C(C=C2)Cl)C3=CC=CC=N3)Cl. Drug 2: CNC(=O)C1=CC=CC=C1SC2=CC3=C(C=C2)C(=NN3)C=CC4=CC=CC=N4. Cell line: TK-10. Synergy scores: CSS=11.5, Synergy_ZIP=0.920, Synergy_Bliss=5.87, Synergy_Loewe=4.53, Synergy_HSA=5.05. (5) Drug 1: CC1C(C(=O)NC(C(=O)N2CCCC2C(=O)N(CC(=O)N(C(C(=O)O1)C(C)C)C)C)C(C)C)NC(=O)C3=C4C(=C(C=C3)C)OC5=C(C(=O)C(=C(C5=N4)C(=O)NC6C(OC(=O)C(N(C(=O)CN(C(=O)C7CCCN7C(=O)C(NC6=O)C(C)C)C)C)C(C)C)C)N)C. Drug 2: C1C(C(OC1N2C=NC3=C2NC=NCC3O)CO)O. Cell line: IGROV1. Synergy scores: CSS=8.73, Synergy_ZIP=-1.84, Synergy_Bliss=1.55, Synergy_Loewe=-8.34, Synergy_HSA=-0.176. (6) Drug 1: C1=CC(=CC=C1CCCC(=O)O)N(CCCl)CCCl. Drug 2: CCC1=C2CN3C(=CC4=C(C3=O)COC(=O)C4(CC)O)C2=NC5=C1C=C(C=C5)O. Cell line: SNB-75. Synergy scores: CSS=23.7, Synergy_ZIP=-5.35, Synergy_Bliss=-0.897, Synergy_Loewe=-14.3, Synergy_HSA=0.478. (7) Cell line: SF-295. Drug 1: C1C(C(OC1N2C=NC3=C(N=C(N=C32)Cl)N)CO)O. Synergy scores: CSS=30.8, Synergy_ZIP=-9.13, Synergy_Bliss=-3.77, Synergy_Loewe=2.08, Synergy_HSA=0.525. Drug 2: C1CN(CCN1C(=O)CCBr)C(=O)CCBr. (8) Drug 1: CC1=C(C=C(C=C1)NC2=NC=CC(=N2)N(C)C3=CC4=NN(C(=C4C=C3)C)C)S(=O)(=O)N.Cl. Drug 2: CC12CCC(CC1=CCC3C2CCC4(C3CC=C4C5=CN=CC=C5)C)O. Cell line: MCF7. Synergy scores: CSS=8.19, Synergy_ZIP=-1.09, Synergy_Bliss=7.37, Synergy_Loewe=-0.0511, Synergy_HSA=4.58. (9) Drug 1: C1CC(=O)NC(=O)C1N2CC3=C(C2=O)C=CC=C3N. Drug 2: CC(C)NC(=O)C1=CC=C(C=C1)CNNC.Cl. Cell line: SF-295. Synergy scores: CSS=9.64, Synergy_ZIP=-0.758, Synergy_Bliss=5.34, Synergy_Loewe=5.14, Synergy_HSA=5.53.